From a dataset of Peptide-MHC class II binding affinity with 134,281 pairs from IEDB. Regression. Given a peptide amino acid sequence and an MHC pseudo amino acid sequence, predict their binding affinity value. This is MHC class II binding data. The peptide sequence is INSMKTSFSSRLLIN. The MHC is DRB1_0701 with pseudo-sequence DRB1_0701. The binding affinity (normalized) is 0.882.